Dataset: Forward reaction prediction with 1.9M reactions from USPTO patents (1976-2016). Task: Predict the product of the given reaction. (1) The product is: [CH2:16]([CH:8]([CH2:1][CH2:2][CH2:3][CH2:4][CH2:5][CH2:6][CH3:7])[CH2:9][CH2:10][CH2:11][C:12]([O:14][CH3:15])=[O:13])[CH2:17][CH2:18][CH2:19][CH2:20][CH2:21][CH3:22]. Given the reactants [CH2:1]([C:8]([CH2:16][CH2:17][CH2:18][CH2:19][CH2:20][CH2:21][CH3:22])=[CH:9][CH:10]=[CH:11][C:12]([O:14][CH3:15])=[O:13])[CH2:2][CH2:3][CH2:4][CH2:5][CH2:6][CH3:7].[H][H], predict the reaction product. (2) Given the reactants [O:1]([CH2:9][CH2:10][N:11]([CH:24]1[CH2:29][CH2:28][O:27][CH2:26][CH2:25]1)[C:12]1[N:19]=[CH:18][C:17]([C:20]([F:23])([F:22])[F:21])=[CH:16][C:13]=1[CH:14]=[O:15])[Si:2]([C:5]([CH3:8])([CH3:7])[CH3:6])([CH3:4])[CH3:3].[BH4-].[Na+].[CH3:32][S:33](Cl)(=[O:35])=[O:34], predict the reaction product. The product is: [CH3:32][S:33]([O:15][CH2:14][C:13]1[C:12]([N:11]([CH2:10][CH2:9][O:1][Si:2]([C:5]([CH3:7])([CH3:8])[CH3:6])([CH3:4])[CH3:3])[CH:24]2[CH2:25][CH2:26][O:27][CH2:28][CH2:29]2)=[N:19][CH:18]=[C:17]([C:20]([F:23])([F:21])[F:22])[CH:16]=1)(=[O:35])=[O:34]. (3) The product is: [CH2:23]([C:25]1[CH:30]=[CH:29][C:28]([C:2]2[CH:3]=[C:4]([NH:14][C:15]([C:17]3[CH:18]=[N:19][CH:20]=[N:21][CH:22]=3)=[O:16])[CH:5]=[N:6][C:7]=2[O:8][CH2:9][C:10]([F:13])([F:12])[F:11])=[CH:27][CH:26]=1)[CH3:24]. Given the reactants Br[C:2]1[CH:3]=[C:4]([NH:14][C:15]([C:17]2[CH:18]=[N:19][CH:20]=[N:21][CH:22]=2)=[O:16])[CH:5]=[N:6][C:7]=1[O:8][CH2:9][C:10]([F:13])([F:12])[F:11].[CH2:23]([C:25]1[CH:30]=[CH:29][C:28](B(O)O)=[CH:27][CH:26]=1)[CH3:24], predict the reaction product. (4) Given the reactants [CH3:1][C:2]1[NH:3][C:4]2[C:9]([CH:10]=1)=[CH:8][C:7]([NH2:11])=[CH:6][CH:5]=2.C([O:16][C:17]([NH:19][CH2:20][CH2:21][C@H:22]([NH:26][C:27]([O:29][CH2:30][CH:31]1[C:43]2[CH:42]=[CH:41][CH:40]=[CH:39][C:38]=2[C:37]2[C:32]1=[CH:33][CH:34]=[CH:35][CH:36]=2)=[O:28])[C:23]([OH:25])=O)=O)(C)(C)C.C(O[C:49]([NH:51]CC(O)=O)=O)(C)(C)C, predict the reaction product. The product is: [CH:42]1[C:43]2[CH:31]([CH2:30][O:29][C:27](=[O:28])[NH:26][C@H:22]([C:23](=[O:25])[NH:11][C:7]3[CH:8]=[C:9]4[C:4](=[CH:5][CH:6]=3)[NH:3][C:2]([CH3:1])=[CH:10]4)[CH2:21][CH2:20][NH:19][C:17](=[O:16])[CH2:49][NH2:51])[C:32]3[C:37](=[CH:36][CH:35]=[CH:34][CH:33]=3)[C:38]=2[CH:39]=[CH:40][CH:41]=1. (5) The product is: [N+:8]([C:5]1[CH:6]=[CH:7][C:2]([N:11]2[CH2:16][CH2:15][O:14][CH2:13][CH2:12]2)=[CH:3][CH:4]=1)([O-:10])=[O:9]. Given the reactants Cl[C:2]1[CH:7]=[CH:6][C:5]([N+:8]([O-:10])=[O:9])=[CH:4][CH:3]=1.[NH:11]1[CH2:16][CH2:15][O:14][CH2:13][CH2:12]1.C(=O)([O-])[O-].[K+].[K+], predict the reaction product.